From a dataset of Forward reaction prediction with 1.9M reactions from USPTO patents (1976-2016). Predict the product of the given reaction. (1) Given the reactants [C:1]([O:5][C:6](=[O:15])[NH:7][C@H:8]1[CH2:12][CH2:11][C@H:10]([CH2:13]O)[CH2:9]1)([CH3:4])([CH3:3])[CH3:2].N1C=CN=C1.C1(P(C2C=CC=CC=2)C2C=CC=CC=2)C=CC=CC=1.[I:40]I, predict the reaction product. The product is: [C:1]([O:5][C:6](=[O:15])[NH:7][C@H:8]1[CH2:12][CH2:11][C@H:10]([CH2:13][I:40])[CH2:9]1)([CH3:4])([CH3:3])[CH3:2]. (2) Given the reactants [C:1]1([CH2:7][O:8][C:9]2[CH:17]=[CH:16][C:15]([C:18]3[CH:23]=[CH:22][N:21]=[CH:20][CH:19]=3)=[CH:14][C:10]=2[C:11](O)=[O:12])[CH:6]=[CH:5][CH:4]=[CH:3][CH:2]=1.C(Cl)CCl.C1C=CC2N(O)N=NC=2C=1.[F:38][C:39]1[C:44]([NH2:45])=[CH:43][CH:42]=[CH:41][N:40]=1, predict the reaction product. The product is: [F:38][C:39]1[C:44]([NH:45][C:11](=[O:12])[C:10]2[CH:14]=[C:15]([C:18]3[CH:23]=[CH:22][N:21]=[CH:20][CH:19]=3)[CH:16]=[CH:17][C:9]=2[O:8][CH2:7][C:1]2[CH:6]=[CH:5][CH:4]=[CH:3][CH:2]=2)=[CH:43][CH:42]=[CH:41][N:40]=1. (3) Given the reactants [OH:1][C:2]1[CH:11]=[CH:10][C:5]([C:6]([O:8][CH3:9])=[O:7])=[CH:4][CH:3]=1.C([O-])([O-])=O.[K+].[K+].[CH2:18]([O:25][C:26]1[CH:33]=[CH:32][CH:31]=[CH:30][C:27]=1[CH2:28]Br)[C:19]1[CH:24]=[CH:23][CH:22]=[CH:21][CH:20]=1, predict the reaction product. The product is: [CH2:18]([O:25][C:26]1[CH:33]=[CH:32][CH:31]=[CH:30][C:27]=1[CH2:28][O:1][C:2]1[CH:3]=[CH:4][C:5]([C:6]([O:8][CH3:9])=[O:7])=[CH:10][CH:11]=1)[C:19]1[CH:20]=[CH:21][CH:22]=[CH:23][CH:24]=1. (4) Given the reactants [C:1]([C:4]1[O:5][C:6]2[CH:12]=[C:11]([C:13]([O:15]C)=[O:14])[CH:10]=[CH:9][C:7]=2[CH:8]=1)(=[O:3])[CH3:2].[OH-].[Na+], predict the reaction product. The product is: [C:1]([C:4]1[O:5][C:6]2[CH:12]=[C:11]([C:13]([OH:15])=[O:14])[CH:10]=[CH:9][C:7]=2[CH:8]=1)(=[O:3])[CH3:2].